The task is: Predict the reaction yield, written as a fraction of the theoretical maximum amount of product (1.0 means a 100% yield; for example, 0.34 means a 34% yield).. This data is from Reaction yield outcomes from USPTO patents with 853,638 reactions. The reactants are [Cl:1][C:2]1[N:10]=[CH:9][CH:8]=[CH:7][C:3]=1[C:4](Cl)=[O:5].[NH2:11][C:12]1[CH:17]=[CH:16][CH:15]=[CH:14][C:13]=1[OH:18].CCN(C(C)C)C(C)C. The catalyst is C(OCC)(=O)C. The product is [Cl:1][C:2]1[N:10]=[CH:9][CH:8]=[CH:7][C:3]=1[C:4]([NH:11][C:12]1[CH:17]=[CH:16][CH:15]=[CH:14][C:13]=1[OH:18])=[O:5]. The yield is 0.810.